From a dataset of Catalyst prediction with 721,799 reactions and 888 catalyst types from USPTO. Predict which catalyst facilitates the given reaction. Reactant: C1(CO[C:6]2[N:11]=[C:10]([C:12](O)=O)[CH:9]=[CH:8][C:7]=2OC(F)(F)F)CC1.[Cl:20][C:21]1[N:26]=[C:25]([C:27]([OH:29])=O)[CH:24]=[CH:23][C:22]=1[O:30][CH2:31][CH:32]1[CH2:34][CH2:33]1.CN(C(ON1N=NC2C=CC=CC1=2)=[N+](C)C)C.[B-](F)(F)(F)F.CCN(C(C)C)C(C)C.CC1(C)CCCN1.[OH-].[Na+]. Product: [Cl:20][C:21]1[N:26]=[C:25]([C:27]([N:11]2[CH2:6][CH2:7][CH2:8][C:10]2([CH3:9])[CH3:12])=[O:29])[CH:24]=[CH:23][C:22]=1[O:30][CH2:31][CH:32]1[CH2:34][CH2:33]1. The catalyst class is: 39.